Dataset: Reaction yield outcomes from USPTO patents with 853,638 reactions. Task: Predict the reaction yield, written as a fraction of the theoretical maximum amount of product (1.0 means a 100% yield; for example, 0.34 means a 34% yield). The reactants are ClC1C2C=C(F)C=CC=2SC=1C(Cl)=O.[Cl:15][C:16]1[C:17]2[CH:27]=[CH:26][CH:25]=[C:24]([F:28])[C:18]=2[S:19][C:20]=1[C:21](Cl)=[O:22].[H-].[Al+3].[Li+].[H-].[H-].[H-]. The catalyst is C1COCC1. The product is [Cl:15][C:16]1[C:17]2[CH:27]=[CH:26][CH:25]=[C:24]([F:28])[C:18]=2[S:19][C:20]=1[CH2:21][OH:22]. The yield is 0.0400.